This data is from Full USPTO retrosynthesis dataset with 1.9M reactions from patents (1976-2016). The task is: Predict the reactants needed to synthesize the given product. (1) Given the product [F:42][C:20]1[CH:19]=[C:18]([CH:23]=[CH:22][C:21]=1[C:24]1[S:25][C:26]2[C:31]([N:32]=1)=[CH:30][CH:29]=[C:28]([C:33]1([C:36]3[CH:41]=[CH:40][CH:39]=[CH:38][CH:37]=3)[CH2:35][CH2:34]1)[N:27]=2)[CH2:17][N:1]1[CH:5]=[C:4]([C:6]([O:8][CH2:9][CH3:10])=[O:7])[N:3]=[CH:2]1.[F:42][C:20]1[CH:19]=[C:18]([CH:23]=[CH:22][C:21]=1[C:24]1[S:25][C:26]2[C:31]([N:32]=1)=[CH:30][CH:29]=[C:28]([C:33]1([C:36]3[CH:37]=[CH:38][CH:39]=[CH:40][CH:41]=3)[CH2:35][CH2:34]1)[N:27]=2)[CH2:17][N:3]1[C:4]([C:6]([O:13][CH2:11][CH3:14])=[O:7])=[CH:5][N:1]=[CH:2]1, predict the reactants needed to synthesize it. The reactants are: [NH:1]1[CH:5]=[C:4]([C:6]([O:8][CH3:9])=[O:7])[N:3]=[CH:2]1.[CH3:10][C:11]([CH3:14])([O-:13])C.[Na+].Br[CH2:17][C:18]1[CH:23]=[CH:22][C:21]([C:24]2[S:25][C:26]3[C:31]([N:32]=2)=[CH:30][CH:29]=[C:28]([C:33]2([C:36]4[CH:41]=[CH:40][CH:39]=[CH:38][CH:37]=4)[CH2:35][CH2:34]2)[N:27]=3)=[C:20]([F:42])[CH:19]=1. (2) Given the product [Br:27][C:28]1[CH:35]=[CH:34][C:31]([CH2:32][N:9]2[C:5]3[CH:4]=[C:3]([O:2][CH3:1])[CH:20]=[CH:19][C:6]=3[N:7]=[C:8]2[CH2:10][C:11]([CH3:17])([CH3:18])[C:12]([O:14][CH2:15][CH3:16])=[O:13])=[CH:30][CH:29]=1.[Br:27][C:28]1[CH:35]=[CH:34][C:31]([CH2:32][N:7]2[C:6]3[CH:19]=[CH:20][C:3]([O:2][CH3:1])=[CH:4][C:5]=3[N:9]=[C:8]2[CH2:10][C:11]([CH3:17])([CH3:18])[C:12]([O:14][CH2:15][CH3:16])=[O:13])=[CH:30][CH:29]=1, predict the reactants needed to synthesize it. The reactants are: [CH3:1][O:2][C:3]1[CH:20]=[CH:19][C:6]2[NH:7][C:8]([CH2:10][C:11]([CH3:18])([CH3:17])[C:12]([O:14][CH2:15][CH3:16])=[O:13])=[N:9][C:5]=2[CH:4]=1.C(=O)([O-])[O-].[Cs+].[Cs+].[Br:27][C:28]1[CH:35]=[CH:34][C:31]([CH2:32]Br)=[CH:30][CH:29]=1. (3) Given the product [NH2:12][C:4]1[C:5]([CH3:11])=[C:6]([CH:10]=[C:2]([Br:1])[CH:3]=1)[C:7]([OH:9])=[O:8], predict the reactants needed to synthesize it. The reactants are: [Br:1][C:2]1[CH:3]=[C:4]([N+:12]([O-])=O)[C:5]([CH3:11])=[C:6]([CH:10]=1)[C:7]([OH:9])=[O:8].[Cl-].[NH4+]. (4) Given the product [CH2:31]([O:30][C:28](=[O:29])[CH2:22][O:21][C:20]1[CH:19]=[CH:18][C:14]([C:15](=[O:16])[NH2:17])=[CH:13][C:12]=1[C:11](=[O:23])[NH:10][C:7]1[CH:8]=[CH:9][C:4]([O:3][C:2]([F:24])([F:25])[F:1])=[CH:5][CH:6]=1)[CH3:32], predict the reactants needed to synthesize it. The reactants are: [F:1][C:2]([F:25])([F:24])[O:3][C:4]1[CH:9]=[CH:8][C:7]([NH:10][C:11](=[O:23])[C:12]2[CH:13]=[C:14]([CH:18]=[CH:19][C:20]=2[O:21][CH3:22])[C:15]([NH2:17])=[O:16])=[CH:6][CH:5]=1.BrC[C:28]([O:30][CH2:31][CH3:32])=[O:29]. (5) Given the product [C:24]1([N:30]2[CH2:35][CH2:34][N:33]([C:19]([C:18]3[CH:22]=[CH:23][C:15]([CH2:14][N:4]([CH2:1][CH2:2][CH3:3])[CH:5]4[CH2:13][CH2:12][C:8]5[N:9]=[CH:10][S:11][C:7]=5[CH2:6]4)=[CH:16][CH:17]=3)=[O:20])[CH2:32][CH2:31]2)[CH:29]=[CH:28][CH:27]=[CH:26][CH:25]=1, predict the reactants needed to synthesize it. The reactants are: [CH2:1]([N:4]([CH2:14][C:15]1[CH:23]=[CH:22][C:18]([C:19](Cl)=[O:20])=[CH:17][CH:16]=1)[CH:5]1[CH2:13][CH2:12][C:8]2[N:9]=[CH:10][S:11][C:7]=2[CH2:6]1)[CH2:2][CH3:3].[C:24]1([N:30]2[CH2:35][CH2:34][NH:33][CH2:32][CH2:31]2)[CH:29]=[CH:28][CH:27]=[CH:26][CH:25]=1.OCCCCNC(=O)C1C=CC=CC=1. (6) Given the product [Cl:1][C:2]1[CH:3]=[C:4]2[N:11]=[C:10]([O:12][C@H:13]3[C@H:17]4[O:18][CH2:19][C@@H:20]([OH:21])[C@H:16]4[O:15][CH2:14]3)[N:9]([CH2:22][O:23][CH2:24][CH2:25][Si:26]([CH3:29])([CH3:28])[CH3:27])[C:5]2=[N:6][C:7]=1[C:42]1[CH:43]=[CH:44][C:39]([B:30]2[O:34][C:33]([CH3:36])([CH3:35])[C:32]([CH3:38])([CH3:37])[O:31]2)=[CH:40][CH:41]=1, predict the reactants needed to synthesize it. The reactants are: [Cl:1][C:2]1[CH:3]=[C:4]2[N:11]=[C:10]([O:12][C@H:13]3[C@H:17]4[O:18][CH2:19][C@@H:20]([OH:21])[C@H:16]4[O:15][CH2:14]3)[N:9]([CH2:22][O:23][CH2:24][CH2:25][Si:26]([CH3:29])([CH3:28])[CH3:27])[C:5]2=[N:6][C:7]=1I.[B:30]1([C:39]2[CH:44]=[CH:43][C:42](B3OC(C)(C)C(C)(C)O3)=[CH:41][CH:40]=2)[O:34][C:33]([CH3:36])([CH3:35])[C:32]([CH3:38])([CH3:37])[O:31]1.C([O-])([O-])=O.[Na+].[Na+]. (7) Given the product [NH2:40][C:33]([C:32]1[CH:31]=[C:30]([S:27]([C:24]2[CH:23]=[CH:22][C:21]([CH2:20][CH2:19][N:8]([CH2:9][C@@H:10]([C:12]3[CH:17]=[CH:16][CH:15]=[C:14]([Cl:18])[CH:13]=3)[OH:11])[C:6](=[O:7])[O:5][C:1]([CH3:3])([CH3:2])[CH3:4])=[CH:26][CH:25]=2)(=[O:28])=[O:29])[CH:38]=[CH:37][CH:36]=1)=[O:34], predict the reactants needed to synthesize it. The reactants are: [C:1]([O:5][C:6]([N:8]([CH2:19][CH2:20][C:21]1[CH:26]=[CH:25][C:24]([S:27]([C:30]2[CH:31]=[C:32]([CH:36]=[CH:37][CH:38]=2)[C:33](O)=[O:34])(=[O:29])=[O:28])=[CH:23][CH:22]=1)[CH2:9][C@@H:10]([C:12]1[CH:17]=[CH:16][CH:15]=[C:14]([Cl:18])[CH:13]=1)[OH:11])=[O:7])([CH3:4])([CH3:3])[CH3:2].O[N:40]1C2C=CC=CC=2N=N1.Cl.CN(C)CCCN=C=NCC.N. (8) Given the product [CH2:7]([NH:13][C:4]([NH:1][C:2]#[N:3])=[NH:5])[CH2:8][CH2:9][CH2:10][CH2:11][CH3:12], predict the reactants needed to synthesize it. The reactants are: [N-:1]([C:4]#[N:5])[C:2]#[N:3].[Na+].[CH2:7]([NH2:13])[CH2:8][CH2:9][CH2:10][CH2:11][CH3:12].Cl. (9) Given the product [Cl:15][C:5]1[N:4]=[C:3]([CH2:2][O:23][CH2:22][C:18]2[CH:17]=[N:16][CH:21]=[CH:20][CH:19]=2)[N:8]=[C:7]([N:9]2[CH2:14][CH2:13][O:12][CH2:11][CH2:10]2)[CH:6]=1, predict the reactants needed to synthesize it. The reactants are: Br[CH2:2][C:3]1[N:8]=[C:7]([N:9]2[CH2:14][CH2:13][O:12][CH2:11][CH2:10]2)[CH:6]=[C:5]([Cl:15])[N:4]=1.[N:16]1[CH:21]=[CH:20][CH:19]=[C:18]([CH2:22][OH:23])[CH:17]=1.[H-].[Na+].